The task is: Predict the reaction yield, written as a fraction of the theoretical maximum amount of product (1.0 means a 100% yield; for example, 0.34 means a 34% yield).. This data is from Reaction yield outcomes from USPTO patents with 853,638 reactions. (1) The reactants are [C:1]([C:5]1[CH:10]=[CH:9][C:8]([S:11]([NH:14][C:15]2[CH:20]=[C:19]([OH:21])[C:18]([CH3:22])=[CH:17][C:16]=2C2(C3C=CC=CC=3)C3C(=CC=CC=3)NC2=O)(=[O:13])=[O:12])=[CH:7][CH:6]=1)([CH3:4])([CH3:3])[CH3:2].C(C1C=CC(S(Cl)(=O)=O)=CC=1)(C)(C)C.NC1C=CC(C)=C(O)C=1. The catalyst is ClCCl.N1C=CC=CC=1. The product is [C:1]([C:5]1[CH:10]=[CH:9][C:8]([S:11]([NH:14][C:15]2[CH:16]=[CH:17][C:18]([CH3:22])=[C:19]([OH:21])[CH:20]=2)(=[O:13])=[O:12])=[CH:7][CH:6]=1)([CH3:4])([CH3:3])[CH3:2]. The yield is 0.780. (2) The reactants are [C:1]([O:5][CH2:6][CH:7]([OH:15])[CH2:8][O:9][C:10](=[O:14])[C:11]([CH3:13])=[CH2:12])(=[O:4])[CH:2]=[CH2:3].C(N(CC)CC)C.[C:23](O[C:23](=[O:27])[C:24]([CH3:26])=[CH2:25])(=[O:27])[C:24]([CH3:26])=[CH2:25]. The catalyst is CN(C)C1C=CN=CC=1.CC(C)=O. The product is [C:1]([O:5][CH2:6][CH:7]([O:15][C:23](=[O:27])[C:24]([CH3:26])=[CH2:25])[CH2:8][O:9][C:10](=[O:14])[C:11]([CH3:13])=[CH2:12])(=[O:4])[CH:2]=[CH2:3]. The yield is 0.500. (3) The yield is 0.960. The catalyst is C1COCC1. The product is [Cl:37][C:38]1[CH:46]=[CH:45][C:41]([C:42]([NH:3][CH3:1])=[O:44])=[C:40]([NH:47][C:48]2[CH:53]=[CH:52][CH:51]=[CH:50][CH:49]=2)[N:39]=1. The reactants are [CH2:1]([N:3](CC)CC)C.CN.F[P-](F)(F)(F)(F)F.N1(O[P+](N(C)C)(N(C)C)N(C)C)C2C=CC=CC=2N=N1.[Cl:37][C:38]1[CH:46]=[CH:45][C:41]([C:42]([OH:44])=O)=[C:40]([NH:47][C:48]2[CH:53]=[CH:52][CH:51]=[CH:50][CH:49]=2)[N:39]=1.